This data is from Full USPTO retrosynthesis dataset with 1.9M reactions from patents (1976-2016). The task is: Predict the reactants needed to synthesize the given product. (1) The reactants are: [CH2:1]([O:3][C:4]([C:6]1[CH:11]=[C:10]([C:12]2[N:13]=[C:14]([C:17]3[CH:22]=[CH:21][N:20]=[CH:19][CH:18]=3)[S:15][CH:16]=2)[C:9](=[O:23])[NH:8][C:7]=1[CH2:24][CH2:25][O:26]CC1C=CC=CC=1)=[O:5])[CH3:2].B(Cl)(Cl)Cl. Given the product [CH2:1]([O:3][C:4]([C:6]1[CH:11]=[C:10]([C:12]2[N:13]=[C:14]([C:17]3[CH:18]=[CH:19][N:20]=[CH:21][CH:22]=3)[S:15][CH:16]=2)[C:9](=[O:23])[NH:8][C:7]=1[CH2:24][CH2:25][OH:26])=[O:5])[CH3:2], predict the reactants needed to synthesize it. (2) The reactants are: C([O-])(=O)C.[K+].C(OC(N[C@@H](CC1C=NC(C(F)(F)F)=CC=1)CN(C1SC([C:29]2[CH:30]=[C:31]3[C:36](=[CH:37][CH:38]=2)[CH:35]=[N:34][C:33]([F:39])=[CH:32]3)=CN=1)C(=O)OC(C)(C)C)=O)(C)(C)C.Br[C:52]1[S:56][C:55]([N:57]([CH2:65][C@@H:66]([NH:78][C:79]([O:81][C:82]([CH3:85])([CH3:84])[CH3:83])=[O:80])[CH2:67][C:68]2[CH:77]=[CH:76][C:71]3[O:72][CH2:73][CH2:74][O:75][C:70]=3[CH:69]=2)[C:58](=[O:64])[O:59][C:60]([CH3:63])([CH3:62])[CH3:61])=[N:54][CH:53]=1.C(#N)C. Given the product [C:82]([O:81][C:79]([NH:78][C@@H:66]([CH2:67][C:68]1[CH:77]=[CH:76][C:71]2[O:72][CH2:73][CH2:74][O:75][C:70]=2[CH:69]=1)[CH2:65][N:57]([C:55]1[S:56][C:52]([C:29]2[CH:30]=[C:31]3[C:36](=[CH:37][CH:38]=2)[CH:35]=[N:34][C:33]([F:39])=[CH:32]3)=[CH:53][N:54]=1)[C:58](=[O:64])[O:59][C:60]([CH3:63])([CH3:62])[CH3:61])=[O:80])([CH3:85])([CH3:84])[CH3:83], predict the reactants needed to synthesize it. (3) Given the product [Br:15][C:16]1[CH:21]=[C:20]([F:22])[CH:19]=[CH:18][C:17]=1[C@@H:23]1[N:24]=[C:25]([C:36]2[S:37][CH:38]=[CH:39][N:40]=2)[NH:26][C:27]([CH2:34][N:6]2[CH2:7][C:3]([F:2])([F:14])[CH2:4][CH:5]2[CH2:8][CH:9]([CH3:13])[C:10]([OH:12])=[O:11])=[C:28]1[C:29]([O:31][CH2:32][CH3:33])=[O:30], predict the reactants needed to synthesize it. The reactants are: Cl.[F:2][C:3]1([F:14])[CH2:7][NH:6][C@H:5]([CH2:8][CH:9]([CH3:13])[C:10]([OH:12])=[O:11])[CH2:4]1.[Br:15][C:16]1[CH:21]=[C:20]([F:22])[CH:19]=[CH:18][C:17]=1[C@H:23]1[C:28]([C:29]([O:31][CH2:32][CH3:33])=[O:30])=[C:27]([CH2:34]Br)[NH:26][C:25]([C:36]2[S:37][CH:38]=[CH:39][N:40]=2)=[N:24]1.C([O-])([O-])=O.[K+].[K+]. (4) Given the product [CH3:1][O:2][C:3]1[CH:8]=[CH:7][C:6]([N:9]2[C:13]3[C:14](=[O:30])[N:15]([C:18]4[CH:23]=[CH:22][C:21]([C:24]5([C:27]#[N:29])[CH2:25][CH2:26]5)=[CH:20][CH:19]=4)[CH2:16][CH2:17][C:12]=3[C:11]([C:31]([F:34])([F:32])[F:33])=[N:10]2)=[CH:5][CH:4]=1, predict the reactants needed to synthesize it. The reactants are: [CH3:1][O:2][C:3]1[CH:8]=[CH:7][C:6]([N:9]2[C:13]3[C:14](=[O:30])[N:15]([C:18]4[CH:23]=[CH:22][C:21]([C:24]5([C:27]([NH2:29])=O)[CH2:26][CH2:25]5)=[CH:20][CH:19]=4)[CH2:16][CH2:17][C:12]=3[C:11]([C:31]([F:34])([F:33])[F:32])=[N:10]2)=[CH:5][CH:4]=1.O=S(Cl)Cl. (5) Given the product [CH2:21]([O:20][P:18]([C:2]1[C:11]2[C:6](=[CH:7][CH:8]=[CH:9][CH:10]=2)[C:5]([F:12])=[CH:4][CH:3]=1)(=[O:19])[O:23][CH2:24][CH3:25])[CH3:22], predict the reactants needed to synthesize it. The reactants are: Br[C:2]1[C:11]2[C:6](=[CH:7][CH:8]=[CH:9][CH:10]=2)[C:5]([F:12])=[CH:4][CH:3]=1.[Li]C(C)(C)C.[P:18](Cl)([O:23][CH2:24][CH3:25])([O:20][CH2:21][CH3:22])=[O:19]. (6) Given the product [CH3:19][NH:1][C:2]1[CH:3]=[C:4]([CH:14]=[CH:15][CH:16]=1)[CH2:5][NH:6][C:7](=[O:13])[O:8][C:9]([CH3:12])([CH3:11])[CH3:10], predict the reactants needed to synthesize it. The reactants are: [NH2:1][C:2]1[CH:3]=[C:4]([CH:14]=[CH:15][CH:16]=1)[CH2:5][NH:6][C:7](=[O:13])[O:8][C:9]([CH3:12])([CH3:11])[CH3:10].C=O.[C:19]([BH3-])#N.[Na+]. (7) Given the product [C:1]1([CH2:7][CH2:8][CH2:9][CH2:10][C:11]([Cl:16])=[O:13])[CH:6]=[CH:5][CH:4]=[CH:3][CH:2]=1, predict the reactants needed to synthesize it. The reactants are: [C:1]1([CH2:7][CH2:8][CH2:9][CH2:10][C:11]([OH:13])=O)[CH:6]=[CH:5][CH:4]=[CH:3][CH:2]=1.S(Cl)([Cl:16])=O.